This data is from Peptide-MHC class I binding affinity with 185,985 pairs from IEDB/IMGT. The task is: Regression. Given a peptide amino acid sequence and an MHC pseudo amino acid sequence, predict their binding affinity value. This is MHC class I binding data. The peptide sequence is CTINVNSLAL. The MHC is HLA-A68:02 with pseudo-sequence HLA-A68:02. The binding affinity (normalized) is 0.423.